This data is from TCR-epitope binding with 47,182 pairs between 192 epitopes and 23,139 TCRs. The task is: Binary Classification. Given a T-cell receptor sequence (or CDR3 region) and an epitope sequence, predict whether binding occurs between them. (1) The epitope is ARMILMTHF. The TCR CDR3 sequence is CASSLDASSASYEQYF. Result: 1 (the TCR binds to the epitope). (2) The epitope is NLDSKVGGNY. The TCR CDR3 sequence is CASSLWTSGDYEQYF. Result: 0 (the TCR does not bind to the epitope).